Dataset: Full USPTO retrosynthesis dataset with 1.9M reactions from patents (1976-2016). Task: Predict the reactants needed to synthesize the given product. (1) Given the product [C:10]([O:4][CH2:3][C:2]([CH2:7][OH:8])([CH2:5][OH:6])[CH2:1][OH:9])(=[O:15])[CH2:11][CH2:12][CH2:13][CH3:14], predict the reactants needed to synthesize it. The reactants are: [CH2:1]([OH:9])[C:2]([CH2:7][OH:8])([CH2:5][OH:6])[CH2:3][OH:4].[C:10](O)(=[O:15])[CH2:11][CH2:12][CH2:13][CH3:14].C1(C)C(C)=CC=CC=1. (2) Given the product [CH3:13][C:3]1[CH:4]=[C:5]([O:8][C:9]([F:12])([F:11])[F:10])[CH:6]=[CH:7][C:2]=1[CH:21]=[O:22], predict the reactants needed to synthesize it. The reactants are: Br[C:2]1[CH:7]=[CH:6][C:5]([O:8][C:9]([F:12])([F:11])[F:10])=[CH:4][C:3]=1[CH3:13].[Li]CCCC.C1C[O:22][CH2:21]C1. (3) Given the product [F:1][C:2]1[CH:7]=[C:6]([F:8])[CH:5]=[CH:4][C:3]=1[CH2:9][NH:10][C:11]([C:13]1[C:14](=[O:40])[C:15]([OH:32])=[C:16]2[C:29](=[O:30])[N:20]3[CH:21]4[CH2:28][CH2:27][CH2:26][CH2:25][CH:22]4[CH2:23][O:24][CH:19]3[CH2:18][N:17]2[CH:31]=1)=[O:12], predict the reactants needed to synthesize it. The reactants are: [F:1][C:2]1[CH:7]=[C:6]([F:8])[CH:5]=[CH:4][C:3]=1[CH2:9][NH:10][C:11]([C:13]1[C:14](=[O:40])[C:15]([O:32]CC2C=CC=CC=2)=[C:16]2[C:29](=[O:30])[N:20]3[CH:21]4[CH2:28][CH2:27][CH2:26][CH2:25][CH:22]4[CH2:23][O:24][CH:19]3[CH2:18][N:17]2[CH:31]=1)=[O:12].[H][H].CO.ClCCl.